This data is from Tox21: 12 toxicity assays (nuclear receptors and stress response pathways). The task is: Binary classification across 12 toxicity assays. (1) The drug is ClC1=C(Cl)[C@]2(Cl)[C@H]3[C@H]([C@H]4C=C[C@H]3C4)[C@@]1(Cl)C2(Cl)Cl. It tested positive (active) for: NR-ER (Estrogen Receptor agonist activity), and SR-MMP (Mitochondrial Membrane Potential disruption). (2) The compound is CNC(=O)c1cc(Oc2ccc(NC(=O)Nc3ccc(Cl)c(C(F)(F)F)c3)cc2)ccn1. It tested positive (active) for: SR-MMP (Mitochondrial Membrane Potential disruption), and SR-p53 (p53 tumor suppressor activation).